This data is from Reaction yield outcomes from USPTO patents with 853,638 reactions. The task is: Predict the reaction yield, written as a fraction of the theoretical maximum amount of product (1.0 means a 100% yield; for example, 0.34 means a 34% yield). (1) The reactants are [C:1]([O:5][C:6]([N:8]1[CH2:14][CH2:13][C:12]2[CH:15]=[C:16]([OH:19])[CH:17]=[CH:18][C:11]=2[CH2:10][CH2:9]1)=[O:7])([CH3:4])([CH3:3])[CH3:2].C(=O)([O-])[O-].[K+].[K+].[I-].[K+].[CH2:28](Br)[C:29]1[CH:34]=[CH:33][CH:32]=[CH:31][CH:30]=1. The catalyst is CC(=O)CC. The product is [C:1]([O:5][C:6]([N:8]1[CH2:14][CH2:13][C:12]2[CH:15]=[C:16]([O:19][CH2:28][C:29]3[CH:34]=[CH:33][CH:32]=[CH:31][CH:30]=3)[CH:17]=[CH:18][C:11]=2[CH2:10][CH2:9]1)=[O:7])([CH3:4])([CH3:2])[CH3:3]. The yield is 1.00. (2) The reactants are [CH3:1][O:2][C:3]1[C:4](=[O:19])[C:5]([C:15]([O:17]C)=[O:16])=[N:6][N:7]([C:9]2[CH:10]=[N:11][CH:12]=[CH:13][CH:14]=2)[CH:8]=1.[ClH:20]. No catalyst specified. The product is [ClH:20].[CH3:1][O:2][C:3]1[C:4](=[O:19])[C:5]([C:15]([OH:17])=[O:16])=[N:6][N:7]([C:9]2[CH:10]=[N:11][CH:12]=[CH:13][CH:14]=2)[CH:8]=1. The yield is 0.950. (3) The catalyst is O.[Cu]Cl.CN1CCCC1=O. The yield is 0.270. The reactants are Br[C:2]1[CH:11]=[CH:10][C:5]([NH:6]C(=O)C)=[CH:4][CH:3]=1.CC(C)(C(=O)CC(=O)C(C)(C)C)C.C(=O)([O-])[O-].[Cs+].[Cs+].[F:31][C:32]1[CH:37]=[CH:36][C:35]([OH:38])=[C:34]([CH3:39])[CH:33]=1. The product is [F:31][C:32]1[CH:37]=[CH:36][C:35]([O:38][C:2]2[CH:3]=[CH:4][C:5]([NH2:6])=[CH:10][CH:11]=2)=[C:34]([CH3:39])[CH:33]=1. (4) The reactants are [CH3:1][N:2]1[C:7]2[CH:8]=[C:9]([CH:11]=[O:12])[S:10][C:6]=2[C:5](=[O:13])[NH:4][C:3]1([CH3:15])[CH3:14].C(N)C.C1COCC1.[N+:24]([CH2:26]S(C1C=CC(C)=CC=1)(=O)=O)#[C-:25].C(=O)([O-])[O-].[K+].[K+].C([O-])(O)=O.[Na+]. The catalyst is [O-]S([O-])(=O)=O.[Mg+2].CO. The product is [CH3:1][N:2]1[C:7]2[CH:8]=[C:9]([C:11]3[O:12][CH:26]=[N:24][CH:25]=3)[S:10][C:6]=2[C:5](=[O:13])[NH:4][C:3]1([CH3:15])[CH3:14]. The yield is 0.0980.